From a dataset of Full USPTO retrosynthesis dataset with 1.9M reactions from patents (1976-2016). Predict the reactants needed to synthesize the given product. (1) Given the product [O:10]1[C:6]2=[CH:5][CH:4]=[CH:3][C:2]([C:12]#[N:13])=[C:7]2[CH:8]=[CH:9]1, predict the reactants needed to synthesize it. The reactants are: Br[C:2]1[C:7]2[CH:8]=[CH:9][O:10][C:6]=2[CH:5]=[CH:4][CH:3]=1.[Cu][C:12]#[N:13].C(N)CN. (2) Given the product [CH3:1][C:2]1[CH:7]=[C:6]([CH2:8][CH2:14][C:15]2[CH:20]=[CH:19][CH:18]=[CH:17][CH:16]=2)[N:5]=[CH:4][N:3]=1, predict the reactants needed to synthesize it. The reactants are: [CH3:1][C:2]1[CH:7]=[C:6]([CH3:8])[N:5]=[CH:4][N:3]=1.C([Li])CCC.[CH2:14](Br)[C:15]1[CH:20]=[CH:19][CH:18]=[CH:17][CH:16]=1.[Cl-].[NH4+]. (3) Given the product [CH2:1]([N:8]1[CH2:14][C:13]2[CH:15]=[CH:16][CH:17]=[CH:18][C:12]=2[O:11][CH2:10][CH2:9]1)[C:2]1[CH:3]=[CH:4][CH:5]=[CH:6][CH:7]=1, predict the reactants needed to synthesize it. The reactants are: [CH2:1]([N:8]1[CH2:14][C:13]2[CH:15]=[CH:16][CH:17]=[CH:18][C:12]=2[O:11][CH2:10][C:9]1=O)[C:2]1[CH:7]=[CH:6][CH:5]=[CH:4][CH:3]=1.[H-].[Al+3].[Li+].[H-].[H-].[H-].[Cl-].[Na+]. (4) Given the product [O:4]1[CH2:3][CH2:2][N:1]([C:7]2[N:12]=[C:11]([O:13][C:14]3[CH:18]=[CH:17][S:16][C:15]=3[CH2:19][NH2:21])[CH:10]=[CH:9][N:8]=2)[CH2:6][CH2:5]1, predict the reactants needed to synthesize it. The reactants are: [N:1]1([C:7]2[N:12]=[C:11]([O:13][C:14]3[CH:18]=[CH:17][S:16][C:15]=3[C:19]([NH2:21])=O)[CH:10]=[CH:9][N:8]=2)[CH2:6][CH2:5][O:4][CH2:3][CH2:2]1.O.N(CCO)CCO. (5) Given the product [F:20][C:7]([F:6])([F:19])[C:8]1[CH:9]=[C:10]([C:14]2[N:15]=[CH:16][N:17]([CH2:28][O:27][CH2:26][CH2:25][Si:24]([CH3:31])([CH3:30])[CH3:23])[CH:18]=2)[CH:11]=[CH:12][CH:13]=1, predict the reactants needed to synthesize it. The reactants are: O1CCCC1.[F:6][C:7]([F:20])([F:19])[C:8]1[CH:9]=[C:10]([C:14]2[N:15]=[CH:16][NH:17][CH:18]=2)[CH:11]=[CH:12][CH:13]=1.[H-].[Na+].[CH3:23][Si:24]([CH3:31])([CH3:30])[CH2:25][CH2:26][O:27][CH2:28]Cl.